This data is from Peptide-MHC class I binding affinity with 185,985 pairs from IEDB/IMGT. The task is: Regression. Given a peptide amino acid sequence and an MHC pseudo amino acid sequence, predict their binding affinity value. This is MHC class I binding data. (1) The peptide sequence is DIYHSVSHAR. The MHC is Patr-A0101 with pseudo-sequence Patr-A0101. The binding affinity (normalized) is 0.514. (2) The peptide sequence is LNTPYCNYTK. The MHC is HLA-A03:01 with pseudo-sequence HLA-A03:01. The binding affinity (normalized) is 0.109. (3) The peptide sequence is SGIITSNASM. The MHC is Mamu-A02 with pseudo-sequence Mamu-A02. The binding affinity (normalized) is 0.585. (4) The peptide sequence is LERIKANIF. The MHC is HLA-A24:02 with pseudo-sequence HLA-A24:02. The binding affinity (normalized) is 0.0847. (5) The peptide sequence is MLDQFGVSY. The MHC is HLA-B44:02 with pseudo-sequence HLA-B44:02. The binding affinity (normalized) is 0.0847. (6) The MHC is HLA-A02:01 with pseudo-sequence HLA-A02:01. The binding affinity (normalized) is 0.186. The peptide sequence is SVINRVSENT. (7) The peptide sequence is GEYAPFARL. The MHC is HLA-A02:11 with pseudo-sequence HLA-A02:11. The binding affinity (normalized) is 0.0847. (8) The peptide sequence is ARVAASLAK. The MHC is HLA-A26:01 with pseudo-sequence HLA-A26:01. The binding affinity (normalized) is 0.0847. (9) The MHC is HLA-A02:01 with pseudo-sequence HLA-A02:01. The peptide sequence is ELEALKTEL. The binding affinity (normalized) is 0. (10) The peptide sequence is PMAPLAPLL. The MHC is HLA-E01:03 with pseudo-sequence HLA-E01:03. The binding affinity (normalized) is 0.260.